From a dataset of Full USPTO retrosynthesis dataset with 1.9M reactions from patents (1976-2016). Predict the reactants needed to synthesize the given product. (1) Given the product [CH3:1][C:2]1([CH3:18])[O:6][CH:5]([C:7]2[CH:16]=[CH:15][C:14]3[C:13]([N:19]4[CH2:24][CH2:23][O:22][CH2:21][CH2:20]4)=[CH:12][CH2:11][CH2:10][C:9]=3[N:8]=2)[CH2:4][O:3]1, predict the reactants needed to synthesize it. The reactants are: [CH3:1][C:2]1([CH3:18])[O:6][CH:5]([C:7]2[CH:16]=[CH:15][C:14]3[C:13](=O)[CH2:12][CH2:11][CH2:10][C:9]=3[N:8]=2)[CH2:4][O:3]1.[NH:19]1[CH2:24][CH2:23][O:22][CH2:21][CH2:20]1. (2) Given the product [CH3:30][O:31][C:32]1[CH:37]=[CH:36][C:35]([NH:38][C:7]2[NH:8][C:3](=[O:2])[CH:4]=[C:5]([C:13]3[CH:29]=[CH:28][C:16]4[NH:17][C:18]([NH:20][C:21]([C:23]5[S:24][CH:25]=[CH:26][CH:27]=5)=[O:22])=[N:19][C:15]=4[CH:14]=3)[N:6]=2)=[CH:34][CH:33]=1, predict the reactants needed to synthesize it. The reactants are: C[O:2][C:3]1[N:8]=[C:7](S(C)(=O)=O)[N:6]=[C:5]([C:13]2[CH:29]=[CH:28][C:16]3[NH:17][C:18]([NH:20][C:21]([C:23]4[S:24][CH:25]=[CH:26][CH:27]=4)=[O:22])=[N:19][C:15]=3[CH:14]=2)[CH:4]=1.[CH3:30][O:31][C:32]1[CH:37]=[CH:36][C:35]([NH2:38])=[CH:34][CH:33]=1. (3) Given the product [Cl:33][C:30]1[CH:31]=[CH:32][C:27]([CH:8]([C:5]2[CH:4]=[CH:3][C:2]([Cl:1])=[CH:7][CH:6]=2)[N:9]2[CH2:10][C:11](=[CH:13][S:14]([CH2:17][C:18]3[CH:19]=[C:20]([CH:24]=[CH:25][CH:26]=3)[C:21]([NH:38][CH2:37][CH:36]([CH2:39][CH3:40])[CH2:34][CH3:35])=[O:23])(=[O:15])=[O:16])[CH2:12]2)=[CH:28][CH:29]=1, predict the reactants needed to synthesize it. The reactants are: [Cl:1][C:2]1[CH:7]=[CH:6][C:5]([CH:8]([C:27]2[CH:32]=[CH:31][C:30]([Cl:33])=[CH:29][CH:28]=2)[N:9]2[CH2:12][C:11](=[CH:13][S:14]([CH2:17][C:18]3[CH:19]=[C:20]([CH:24]=[CH:25][CH:26]=3)[C:21]([OH:23])=O)(=[O:16])=[O:15])[CH2:10]2)=[CH:4][CH:3]=1.[CH2:34]([CH:36]([CH2:39][CH3:40])[CH2:37][NH2:38])[CH3:35]. (4) Given the product [F:14][C@@H:11]1[CH2:10][C@@H:9]([C:15](=[O:17])[NH:71][CH2:70][C:55]2[C:54]([C:53]([F:52])([F:72])[F:73])=[CH:59][N:58]=[C:57]([C:60]3[CH:61]=[N:62][C:63]([C:66]([F:69])([F:68])[F:67])=[N:64][CH:65]=3)[CH:56]=2)[N:8]([C:6]([O:5][C:1]([CH3:2])([CH3:3])[CH3:4])=[O:7])[C@H:12]1[CH3:13], predict the reactants needed to synthesize it. The reactants are: [C:1]([O:5][C:6]([N:8]1[C@@H:12]([CH3:13])[C@H:11]([F:14])[CH2:10][C@H:9]1[C:15]([OH:17])=O)=[O:7])([CH3:4])([CH3:3])[CH3:2].CN(C(ON1N=NC2C=CC=NC1=2)=[N+](C)C)C.F[P-](F)(F)(F)(F)F.CCN(C(C)C)C(C)C.Cl.[F:52][C:53]([F:73])([F:72])[C:54]1[C:55]([CH2:70][NH2:71])=[CH:56][C:57]([C:60]2[CH:61]=[N:62][C:63]([C:66]([F:69])([F:68])[F:67])=[N:64][CH:65]=2)=[N:58][CH:59]=1. (5) Given the product [CH3:12][N:13]([CH3:17])[CH2:14][C:15]#[C:16][C:2]1[CH:7]=[CH:6][C:5]([NH2:8])=[C:4]([N+:9]([O-:11])=[O:10])[CH:3]=1, predict the reactants needed to synthesize it. The reactants are: Br[C:2]1[CH:7]=[CH:6][C:5]([NH2:8])=[C:4]([N+:9]([O-:11])=[O:10])[CH:3]=1.[CH3:12][N:13]([CH3:17])[CH2:14][C:15]#[CH:16]. (6) The reactants are: [NH2:1][C:2]1[N:10]=[CH:9][CH:8]=[CH:7][C:3]=1[C:4]([OH:6])=O.[Cl-].[NH4+].[O-:13][C:14]#[N:15].[K+]. Given the product [NH:1]1[C:2]2[N:10]=[CH:9][CH:8]=[CH:7][C:3]=2[C:4](=[O:6])[NH:15][C:14]1=[O:13], predict the reactants needed to synthesize it.